This data is from Reaction yield outcomes from USPTO patents with 853,638 reactions. The task is: Predict the reaction yield, written as a fraction of the theoretical maximum amount of product (1.0 means a 100% yield; for example, 0.34 means a 34% yield). The reactants are [CH3:1][C:2]1([CH3:10])[O:7][C:6](=[O:8])[CH2:5][C:4](=[O:9])[O:3]1.[C:11]1([C:17]2([CH2:22][CH2:23][CH2:24][C:25](Cl)=[O:26])[O:21][CH2:20][CH2:19][O:18]2)[CH:16]=[CH:15][CH:14]=[CH:13][CH:12]=1. The catalyst is ClCCl.CN(C1C=CN=CC=1)C. The product is [CH3:1][C:2]1([CH3:10])[O:7][C:6](=[O:8])[CH:5]([C:25](=[O:26])[CH2:24][CH2:23][CH2:22][C:17]2([C:11]3[CH:12]=[CH:13][CH:14]=[CH:15][CH:16]=3)[O:18][CH2:19][CH2:20][O:21]2)[C:4](=[O:9])[O:3]1. The yield is 0.930.